Task: Predict the product of the given reaction.. Dataset: Forward reaction prediction with 1.9M reactions from USPTO patents (1976-2016) (1) Given the reactants [CH:1]12[O:6][CH:5]1[CH2:4][N:3]([C:7]([O:9][C:10]([CH3:13])([CH3:12])[CH3:11])=[O:8])[CH2:2]2.[CH2:14]([NH2:21])[C:15]1[CH:20]=[CH:19][CH:18]=[CH:17][CH:16]=1, predict the reaction product. The product is: [CH2:14]([NH:21][C@@H:5]1[C@@H:1]([OH:6])[CH2:2][N:3]([C:7]([O:9][C:10]([CH3:13])([CH3:12])[CH3:11])=[O:8])[CH2:4]1)[C:15]1[CH:20]=[CH:19][CH:18]=[CH:17][CH:16]=1. (2) Given the reactants [F:1][C:2]1[CH:3]=[C:4]2[C:8](=[CH:9][C:10]=1[F:11])[NH:7][CH:6]=[CH:5]2.P(Cl)(Cl)(Cl)=O.[OH-].[Na+].Cl.CN(C)[CH:22]=[O:23], predict the reaction product. The product is: [F:1][C:2]1[CH:3]=[C:4]2[C:8](=[CH:9][C:10]=1[F:11])[NH:7][CH:6]=[C:5]2[CH:22]=[O:23]. (3) Given the reactants C(O[C:6]([N:8]1CC[CH2:12][N:11]([C:15]2[CH:16]=[C:17]3[C:22](=[CH:23][CH:24]=2)[N:21]=[CH:20][N:19]([CH2:25][C:26]([OH:28])=[O:27])[C:18]3=[O:29])[CH2:10][CH2:9]1)=O)(C)(C)C.[ClH:30].O1CCOCC1, predict the reaction product. The product is: [ClH:30].[O:29]=[C:18]1[C:17]2[C:22](=[CH:23][CH:24]=[C:15]([N:11]3[CH2:10][CH2:9][NH:8][CH2:6][CH2:12]3)[CH:16]=2)[N:21]=[CH:20][N:19]1[CH2:25][C:26]([OH:28])=[O:27]. (4) The product is: [F:19][C:13]1[CH:14]=[C:15]([F:18])[CH:16]=[CH:17][C:12]=1[S:9]([NH:8][C:4]1[CH:5]=[N:6][CH:7]=[C:2]([C:44]2[CH:45]=[CH:46][C:47]3[N:48]=[CH:49][N:50]=[C:51]([N:54]4[CH2:55][CH2:56][O:57][CH2:58][CH2:59]4)[C:52]=3[N:53]=2)[CH:3]=1)(=[O:11])=[O:10]. Given the reactants Br[C:2]1[CH:3]=[C:4]([NH:8][S:9]([C:12]2[CH:17]=[CH:16][C:15]([F:18])=[CH:14][C:13]=2[F:19])(=[O:11])=[O:10])[CH:5]=[N:6][CH:7]=1.B1(B2OC(C)(C)C(C)(C)O2)OC(C)(C)C(C)(C)O1.C([O-])(=O)C.[K+].Cl[C:44]1[CH:45]=[CH:46][C:47]2[N:48]=[CH:49][N:50]=[C:51]([N:54]3[CH2:59][CH2:58][O:57][CH2:56][CH2:55]3)[C:52]=2[N:53]=1.C(=O)(O)[O-].[Na+], predict the reaction product. (5) The product is: [CH3:27][O:28][C:29](=[O:49])[CH2:30][N:31]1[C:39]2[C:34](=[CH:35][CH:36]=[CH:37][CH:38]=2)[C:33]([C:40]2[CH:45]=[CH:44][C:43]([Cl:46])=[CH:42][C:41]=2[OH:47])([CH2:5][OH:16])[C:32]1=[O:48]. Given the reactants BrC1C=CC=C2C=1C(C1C(O)=CC3OCOC=3C=1)[C:5](=[O:16])N2CCCCC.[CH3:27][O:28][C:29](=[O:49])[CH2:30][N:31]1[C:39]2[C:34](=[CH:35][CH:36]=[CH:37][CH:38]=2)[CH:33]([C:40]2[CH:45]=[CH:44][C:43]([Cl:46])=[CH:42][C:41]=2[OH:47])[C:32]1=[O:48], predict the reaction product. (6) Given the reactants Cl[C:2]1[N:3]=[C:4]([N:14]2[CH2:19][CH2:18][O:17][CH2:16][CH2:15]2)[C:5]2[S:10][C:9]([C:11]([OH:13])=[O:12])=[CH:8][C:6]=2[N:7]=1.CC1(C)C(C)(C)OB([C:28]2[CH:29]=[N:30][C:31]([NH2:34])=[N:32][CH:33]=2)O1, predict the reaction product. The product is: [NH2:34][C:31]1[N:32]=[CH:33][C:28]([C:2]2[N:3]=[C:4]([N:14]3[CH2:19][CH2:18][O:17][CH2:16][CH2:15]3)[C:5]3[S:10][C:9]([C:11]([OH:13])=[O:12])=[CH:8][C:6]=3[N:7]=2)=[CH:29][N:30]=1.